The task is: Predict the reaction yield, written as a fraction of the theoretical maximum amount of product (1.0 means a 100% yield; for example, 0.34 means a 34% yield).. This data is from Reaction yield outcomes from USPTO patents with 853,638 reactions. (1) The reactants are [CH:1]([O:4][C:5]1([C:8]2[CH:13]=[CH:12][C:11]([C:14]#[C:15][C:16]3[CH:21]=[CH:20][C:19]([CH2:22][C:23]([O:25]C)=[O:24])=[CH:18][CH:17]=3)=[CH:10][C:9]=2[CH2:27][CH3:28])[CH2:7][CH2:6]1)([CH3:3])[CH3:2].[OH-].[Na+].O.CC#N. The catalyst is C(O)C.O1CCCC1. The product is [CH:1]([O:4][C:5]1([C:8]2[CH:13]=[CH:12][C:11]([C:14]#[C:15][C:16]3[CH:21]=[CH:20][C:19]([CH2:22][C:23]([OH:25])=[O:24])=[CH:18][CH:17]=3)=[CH:10][C:9]=2[CH2:27][CH3:28])[CH2:7][CH2:6]1)([CH3:3])[CH3:2]. The yield is 0.570. (2) The yield is 0.916. The catalyst is C1COCC1. The reactants are CC([O-:5])(C)C.[K+].[C:7]1([CH:13]([C:15]([CH:17]2[CH2:22][CH2:21][CH2:20][CH2:19][CH2:18]2)=O)[CH3:14])[CH:12]=[CH:11][CH:10]=[CH:9][CH:8]=1.[CH2:23](Br)[CH:24]=[CH2:25]. The product is [C:7]1([C:13]2([CH3:14])[CH2:15][CH:17]([C:22](=[O:5])[CH:21]=[CH:20][CH2:19][CH3:18])[CH2:25][CH2:24][CH2:23]2)[CH:8]=[CH:9][CH:10]=[CH:11][CH:12]=1. (3) The reactants are Br[C:2]1[CH:3]=[C:4]([CH:8]([C:23]2([OH:29])[CH2:28][CH2:27][CH2:26][CH2:25][CH2:24]2)[CH2:9][N:10]2[CH2:15][CH2:14][N:13]([C:16]([O:18][C:19]([CH3:22])([CH3:21])[CH3:20])=[O:17])[CH2:12][CH2:11]2)[CH:5]=[CH:6][CH:7]=1.[Cl:30][C:31]1[CH:32]=[C:33](B(O)O)[CH:34]=[CH:35][C:36]=1[Cl:37].C(=O)([O-])[O-].[Na+].[Na+]. The catalyst is COCCOC.C1C=CC([P]([Pd]([P](C2C=CC=CC=2)(C2C=CC=CC=2)C2C=CC=CC=2)([P](C2C=CC=CC=2)(C2C=CC=CC=2)C2C=CC=CC=2)[P](C2C=CC=CC=2)(C2C=CC=CC=2)C2C=CC=CC=2)(C2C=CC=CC=2)C2C=CC=CC=2)=CC=1. The product is [Cl:30][C:31]1[CH:32]=[C:33]([C:2]2[CH:7]=[CH:6][CH:5]=[C:4]([CH:8]([C:23]3([OH:29])[CH2:28][CH2:27][CH2:26][CH2:25][CH2:24]3)[CH2:9][N:10]3[CH2:15][CH2:14][N:13]([C:16]([O:18][C:19]([CH3:20])([CH3:22])[CH3:21])=[O:17])[CH2:12][CH2:11]3)[CH:3]=2)[CH:34]=[CH:35][C:36]=1[Cl:37]. The yield is 0.670. (4) The reactants are C(OC([N:8]1[CH2:12][C@H:11]([OH:13])[CH2:10][C@H:9]1[C:14]([OH:16])=[O:15])=O)(C)(C)C.[H-].[Na+].[CH3:19]I.[ClH:21]. The yield is 0.920. The product is [ClH:21].[CH3:19][O:13][C@H:11]1[CH2:12][NH:8][C@H:9]([C:14]([OH:16])=[O:15])[CH2:10]1. The catalyst is ClCCl.O1CCOCC1. (5) The reactants are [CH2:1]1[O:11][C:4]2([CH2:9][CH2:8][C:7](=[O:10])[CH2:6][CH2:5]2)[O:3][CH2:2]1.[Li+].C[Si]([N-][Si](C)(C)C)(C)C.[Br:22][C:23]1[O:27][C:26]([C:28](Cl)=[O:29])=[CH:25][CH:24]=1.[OH-].[Na+]. The catalyst is C1COCC1. The product is [Br:22][C:23]1[O:27][C:26]([C:28]([CH:8]2[C:7](=[O:10])[CH2:6][CH2:5][C:4]3([O:3][CH2:2][CH2:1][O:11]3)[CH2:9]2)=[O:29])=[CH:25][CH:24]=1. The yield is 0.360. (6) The reactants are [C:1]([C:5]1[S:9][C:8]2[CH:10]=[C:11]([F:14])[CH:12]=[CH:13][C:7]=2[C:6]=1[NH2:15])([O:3]C)=[O:2].[OH-].[Na+].C(O)(C)C. The catalyst is O. The product is [NH2:15][C:6]1[C:7]2[CH:13]=[CH:12][C:11]([F:14])=[CH:10][C:8]=2[S:9][C:5]=1[C:1]([OH:3])=[O:2]. The yield is 0.947. (7) The reactants are Br[C:2]1[CH:3]=[C:4]2[CH2:10][C:9]3([CH:15]4[CH2:16][CH2:17][N:12]([CH2:13][CH2:14]4)[CH2:11]3)[O:8][C:5]2=[N:6][CH:7]=1.[C:18]1(C)C=CC=CC=1P(C1C=CC=CC=1C)C1C=CC=CC=1C.[Cl-].[Li+].C[Sn](C)(C)C. The catalyst is COCCOCCOC.C(Cl)(Cl)Cl.CO. The product is [CH3:18][C:2]1[CH:3]=[C:4]2[CH2:10][C:9]3([CH:15]4[CH2:16][CH2:17][N:12]([CH2:13][CH2:14]4)[CH2:11]3)[O:8][C:5]2=[N:6][CH:7]=1. The yield is 0.760. (8) The catalyst is C(O)C. The product is [NH2:12][C:11]1[N:10]=[C:9]2[CH2:13][CH2:14][CH2:15][C:8]2=[CH:7][C:6]=1[C:4]([OH:5])=[O:3]. The reactants are C([O:3][C:4]([C:6]1[CH:7]=[C:8]2[CH2:15][CH2:14][CH2:13][C:9]2=[N:10][C:11]=1[NH2:12])=[O:5])C.[OH-].[Na+].Cl. The yield is 0.830.